The task is: Predict the reactants needed to synthesize the given product.. This data is from Full USPTO retrosynthesis dataset with 1.9M reactions from patents (1976-2016). (1) Given the product [C:1]([C:5]1[CH:14]=[C:13]([OH:15])[C:12]2[C:7](=[C:8]([CH3:18])[CH:9]=[CH:10][CH:11]=2)[N:6]=1)([O:3][CH3:4])=[O:2], predict the reactants needed to synthesize it. The reactants are: [C:1]([C:5]1[CH:14]=[C:13]([OH:15])[C:12]2[C:7](=[C:8](SC)[CH:9]=[CH:10][CH:11]=2)[N:6]=1)([O:3][CH3:4])=[O:2].[CH3:18]SC1C=CC=CC=1N.N1C2C(=CC=CC=2)C=CC=1. (2) Given the product [C:7]1([C@@H:13]2[CH2:17][O:16][C:15](=[O:18])[N:14]2[CH2:9][CH2:8][CH2:7][CH:12]2[CH2:5][CH2:4][NH:3][CH2:2][CH2:11]2)[CH:8]=[CH:9][CH:10]=[CH:11][CH:12]=1, predict the reactants needed to synthesize it. The reactants are: O1[CH2:5][CH2:4][NH:3][C:2]1=O.[C:7]1([C@@H:13]2[CH2:17][O:16][C:15](=[O:18])[NH:14]2)[CH:12]=[CH:11][CH:10]=[CH:9][CH:8]=1. (3) Given the product [NH2:1][C:4]1[CH:11]=[C:10]([NH2:12])[CH:9]=[CH:8][C:5]=1[CH:6]=[O:7], predict the reactants needed to synthesize it. The reactants are: [N+:1]([C:4]1[CH:11]=[C:10]([N+:12]([O-])=O)[CH:9]=[CH:8][C:5]=1[CH:6]=[O:7])([O-])=O.[N+](C1C([N+]([O-])=O)=C(C=CC=1)C=O)([O-])=O. (4) Given the product [O:22]1[CH:23]=[CH:24][CH:25]=[C:21]1[C:2]1[CH:3]=[CH:4][C:5]2[C:6]3[CH2:15][CH2:14][CH2:13][C:7]=3[C:8](=[O:12])[NH:9][C:10]=2[CH:11]=1, predict the reactants needed to synthesize it. The reactants are: Br[C:2]1[CH:3]=[CH:4][C:5]2[C:6]3[CH2:15][CH2:14][CH2:13][C:7]=3[C:8](=[O:12])[NH:9][C:10]=2[CH:11]=1.C([Sn](CCCC)(CCCC)[C:21]1[O:22][CH:23]=[CH:24][CH:25]=1)CCC. (5) Given the product [CH3:11][N:10]([CH3:12])[CH2:9][CH2:8][C:4]1[CH:5]=[CH:6][CH:7]=[C:2]([C:17]2[C:16]([CH3:29])=[N:15][N:14]([CH3:13])[C:18]=2[CH3:19])[CH:3]=1, predict the reactants needed to synthesize it. The reactants are: Br[C:2]1[CH:3]=[C:4]([CH2:8][CH2:9][N:10]([CH3:12])[CH3:11])[CH:5]=[CH:6][CH:7]=1.[CH3:13][N:14]1[C:18]([CH3:19])=[C:17](B2OC(C)(C)C(C)(C)O2)[C:16]([CH3:29])=[N:15]1.C([O-])([O-])=O.[K+].[K+]. (6) Given the product [Cl:36][C:21]1[C:22]([NH:24][C:25]2[CH:30]=[CH:29][CH:28]=[CH:27][C:26]=2[N:31]2[CH:35]=[CH:34][CH:33]=[N:32]2)=[N:23][C:18]([NH:1][C:2]2[CH:16]=[CH:15][C:5]3[N:6]([CH3:14])[C:7](=[O:13])[CH2:8][CH2:9][C:10]([CH3:12])([CH3:11])[C:4]=3[CH:3]=2)=[N:19][CH:20]=1, predict the reactants needed to synthesize it. The reactants are: [NH2:1][C:2]1[CH:16]=[CH:15][C:5]2[N:6]([CH3:14])[C:7](=[O:13])[CH2:8][CH2:9][C:10]([CH3:12])([CH3:11])[C:4]=2[CH:3]=1.Cl[C:18]1[N:23]=[C:22]([NH:24][C:25]2[CH:30]=[CH:29][CH:28]=[CH:27][C:26]=2[N:31]2[CH:35]=[CH:34][CH:33]=[N:32]2)[C:21]([Cl:36])=[CH:20][N:19]=1. (7) Given the product [C:1]([NH:12][C:11]([NH:13][C:24]([O:23][C:19]([CH3:22])([CH3:20])[CH3:21])=[O:25])=[N:10][CH2:9][C:8]1[CH:14]=[CH:15][CH:16]=[C:6]([I:5])[CH:7]=1)([O:3][C:8]([CH3:14])([CH3:9])[CH3:7])=[O:4], predict the reactants needed to synthesize it. The reactants are: [C:1](=[O:4])([OH:3])O.[I:5][C:6]1[CH:7]=[C:8]([CH:14]=[CH:15][CH:16]=1)[CH2:9][NH:10][C:11]([NH2:13])=[NH:12].[OH-].[Na+].[C:19]([O:23][C:24](O[C:24]([O:23][C:19]([CH3:22])([CH3:21])[CH3:20])=[O:25])=[O:25])([CH3:22])([CH3:21])[CH3:20].